Dataset: Forward reaction prediction with 1.9M reactions from USPTO patents (1976-2016). Task: Predict the product of the given reaction. (1) Given the reactants [ClH:1].C(O)C.C([N:12]1[CH2:19][C:16]2([CH2:18][CH2:17]2)[N:15]([C:20](=[O:25])[C:21]([F:24])([F:23])[F:22])[CH2:14][CH2:13]1)C1C=CC=CC=1.[H][H], predict the reaction product. The product is: [ClH:1].[F:24][C:21]([F:22])([F:23])[C:20]([N:15]1[CH2:14][CH2:13][NH:12][CH2:19][C:16]21[CH2:18][CH2:17]2)=[O:25]. (2) The product is: [Br:1][C:2]1[CH:9]=[C:8]([CH:10]=[O:15])[CH:7]=[CH:6][C:3]=1[C:4]#[N:5]. Given the reactants [Br:1][C:2]1[CH:9]=[C:8]([CH:10](Br)Br)[CH:7]=[CH:6][C:3]=1[C:4]#[N:5].CC[OH:15], predict the reaction product. (3) Given the reactants CC(OC(/N=N/C(OC(C)C)=O)=O)C.[OH:15][C@H:16]1[CH2:20][CH2:19][N:18](C(OC(C)(C)C)=O)[CH2:17]1.[N:28]1[CH:33]=[CH:32][CH:31]=[C:30](O)[CH:29]=1.C1(P(C2C=CC=CC=2)C2C=CC=CC=2)C=CC=CC=1, predict the reaction product. The product is: [N:28]1[CH:33]=[CH:32][CH:31]=[C:30]([O:15][C@@H:16]2[CH2:20][CH2:19][NH:18][CH2:17]2)[CH:29]=1. (4) Given the reactants [OH:1][C:2]1[CH:20]=[CH:19][C:5]([CH2:6][N:7]2[C:15]3[C:10](=[CH:11][CH:12]=[CH:13][CH:14]=3)[CH:9]=[C:8]2[CH2:16][NH:17][CH3:18])=[CH:4][CH:3]=1.CN1C2C(=CC=CC=2)C=C1CNC.[OH:34][CH2:35][C@@H:36]1[C:42](=[O:43])[N:41]([CH3:44])[CH2:40][C:39]2[CH:45]=[C:46]([C:49](O)=[O:50])[CH:47]=[CH:48][C:38]=2[NH:37]1.C(C[C@@H]1C(=O)N(C)CC2C=C(C(O)=O)C=CC=2N1)(OC)=O, predict the reaction product. The product is: [CH3:18][N:17]([CH2:16][C:8]1[N:7]([CH2:6][C:5]2[CH:4]=[CH:3][C:2]([OH:1])=[CH:20][CH:19]=2)[C:15]2[C:10]([CH:9]=1)=[CH:11][CH:12]=[CH:13][CH:14]=2)[C:49]([C:46]1[CH:47]=[CH:48][C:38]2[NH:37][C@H:36]([CH2:35][OH:34])[C:42](=[O:43])[N:41]([CH3:44])[CH2:40][C:39]=2[CH:45]=1)=[O:50]. (5) Given the reactants [CH3:1][C:2]([C:4]1[CH:9]=[CH:8][CH:7]=[C:6]([N+:10]([O-:12])=[O:11])[CH:5]=1)=[O:3].[N+:13]([C:16]1[CH:17]=[C:18]([CH:21]=[CH:22][CH:23]=1)[CH:19]=O)([O-:15])=[O:14].[OH-].[Na+], predict the reaction product. The product is: [N+:10]([C:6]1[CH:5]=[C:4]([C:2](=[O:3])/[CH:1]=[CH:19]/[C:18]2[CH:21]=[CH:22][CH:23]=[C:16]([N+:13]([O-:15])=[O:14])[CH:17]=2)[CH:9]=[CH:8][CH:7]=1)([O-:12])=[O:11]. (6) The product is: [CH3:1][O:31][C:30]([CH:15]1[CH2:16][N:17]([C:20]([O:22][CH2:23][C:24]2[CH:29]=[CH:28][CH:27]=[CH:26][CH:25]=2)=[O:21])[CH2:18][CH2:19][N:14]1[C:12]([O:11][C:7]([CH3:10])([CH3:8])[CH3:9])=[O:13])=[O:32]. Given the reactants [C:1]([O-])([O-])=O.[K+].[K+].[C:7]([O:11][C:12]([N:14]1[CH2:19][CH2:18][N:17]([C:20]([O:22][CH2:23][C:24]2[CH:29]=[CH:28][CH:27]=[CH:26][CH:25]=2)=[O:21])[CH2:16][CH:15]1[C:30]([OH:32])=[O:31])=[O:13])([CH3:10])([CH3:9])[CH3:8].CI, predict the reaction product. (7) Given the reactants [Cl:1][C:2]1[CH:34]=[CH:33][CH:32]=[CH:31][C:3]=1[C:4]([NH:6]C(=O)NC1SC2C=C(S(CCN3C(C)CCC3C)(=O)=O)C=CC=2N=1)=[O:5].ClC(O[CH:39]([CH3:41])[CH3:40])=O.CCN(C(C)C)C(C)C.N, predict the reaction product. The product is: [Cl:1][C:2]1[CH:34]=[CH:33][C:32]([CH:39]2[CH2:41][CH2:40]2)=[CH:31][C:3]=1[C:4]([NH2:6])=[O:5]. (8) Given the reactants ClC1C=C(C=CC=1)C(OO)=O.[Cl:12][CH2:13][C:14]1[N:15]([CH2:27][CH:28]2[CH2:33][CH2:32][O:31][CH2:30][CH2:29]2)[C:16]2[C:25]3[CH:24]=[CH:23][CH:22]=[CH:21][C:20]=3[N:19]=[CH:18][C:17]=2[N:26]=1.[OH-].[NH4+:35].C1(C)C=CC(S(Cl)(=O)=O)=CC=1, predict the reaction product. The product is: [Cl:12][CH2:13][C:14]1[N:15]([CH2:27][CH:28]2[CH2:33][CH2:32][O:31][CH2:30][CH2:29]2)[C:16]2[C:25]3[CH:24]=[CH:23][CH:22]=[CH:21][C:20]=3[N:19]=[C:18]([NH2:35])[C:17]=2[N:26]=1.